Dataset: KCNQ2 potassium channel screen with 302,405 compounds. Task: Binary Classification. Given a drug SMILES string, predict its activity (active/inactive) in a high-throughput screening assay against a specified biological target. (1) The compound is O=C(N1C(CCCC1C)C)COC(=O)c1cc2OCOc2cc1. The result is 0 (inactive). (2) The result is 0 (inactive). The molecule is Clc1cc(NC2=C(c3c([N+]([O-])=O)cccc3)C(=O)NC2=O)ccc1O. (3) The drug is S(=O)(=O)(c1cc(NC(=O)Nc2c(OC)cccc2)c(O)cc1)CC. The result is 0 (inactive).